This data is from NCI-60 drug combinations with 297,098 pairs across 59 cell lines. The task is: Regression. Given two drug SMILES strings and cell line genomic features, predict the synergy score measuring deviation from expected non-interaction effect. (1) Synergy scores: CSS=49.4, Synergy_ZIP=-0.624, Synergy_Bliss=0.474, Synergy_Loewe=0.120, Synergy_HSA=-0.0344. Drug 2: B(C(CC(C)C)NC(=O)C(CC1=CC=CC=C1)NC(=O)C2=NC=CN=C2)(O)O. Cell line: HCC-2998. Drug 1: CCC1=CC2CC(C3=C(CN(C2)C1)C4=CC=CC=C4N3)(C5=C(C=C6C(=C5)C78CCN9C7C(C=CC9)(C(C(C8N6C)(C(=O)OC)O)OC(=O)C)CC)OC)C(=O)OC.C(C(C(=O)O)O)(C(=O)O)O. (2) Drug 1: CC12CCC(CC1=CCC3C2CCC4(C3CC=C4C5=CN=CC=C5)C)O. Drug 2: C1=CC=C(C=C1)NC(=O)CCCCCCC(=O)NO. Cell line: IGROV1. Synergy scores: CSS=13.7, Synergy_ZIP=5.42, Synergy_Bliss=7.97, Synergy_Loewe=7.97, Synergy_HSA=8.25. (3) Drug 1: CN1CCC(CC1)COC2=C(C=C3C(=C2)N=CN=C3NC4=C(C=C(C=C4)Br)F)OC. Drug 2: CCC1=CC2CC(C3=C(CN(C2)C1)C4=CC=CC=C4N3)(C5=C(C=C6C(=C5)C78CCN9C7C(C=CC9)(C(C(C8N6C)(C(=O)OC)O)OC(=O)C)CC)OC)C(=O)OC.C(C(C(=O)O)O)(C(=O)O)O. Cell line: SW-620. Synergy scores: CSS=60.8, Synergy_ZIP=7.46, Synergy_Bliss=8.60, Synergy_Loewe=-5.66, Synergy_HSA=8.84. (4) Drug 1: C1CCC(C1)C(CC#N)N2C=C(C=N2)C3=C4C=CNC4=NC=N3. Drug 2: CCC1=C2CN3C(=CC4=C(C3=O)COC(=O)C4(CC)O)C2=NC5=C1C=C(C=C5)O. Cell line: SF-295. Synergy scores: CSS=45.3, Synergy_ZIP=-1.71, Synergy_Bliss=-2.75, Synergy_Loewe=-31.3, Synergy_HSA=-1.13. (5) Drug 1: CCN(CC)CCNC(=O)C1=C(NC(=C1C)C=C2C3=C(C=CC(=C3)F)NC2=O)C. Drug 2: CC1=C(C(=CC=C1)Cl)NC(=O)C2=CN=C(S2)NC3=CC(=NC(=N3)C)N4CCN(CC4)CCO. Cell line: HCT116. Synergy scores: CSS=73.2, Synergy_ZIP=22.1, Synergy_Bliss=21.4, Synergy_Loewe=4.20, Synergy_HSA=18.3. (6) Drug 1: C1CCC(C(C1)N)N.C(=O)(C(=O)[O-])[O-].[Pt+4]. Drug 2: C1C(C(OC1N2C=NC3=C2NC=NCC3O)CO)O. Cell line: MALME-3M. Synergy scores: CSS=21.0, Synergy_ZIP=-6.44, Synergy_Bliss=1.14, Synergy_Loewe=-1.64, Synergy_HSA=0.774. (7) Drug 1: C1C(C(OC1N2C=NC(=NC2=O)N)CO)O. Drug 2: B(C(CC(C)C)NC(=O)C(CC1=CC=CC=C1)NC(=O)C2=NC=CN=C2)(O)O. Cell line: CAKI-1. Synergy scores: CSS=39.0, Synergy_ZIP=-0.0877, Synergy_Bliss=-0.110, Synergy_Loewe=-15.0, Synergy_HSA=-0.0377. (8) Drug 1: CC1=CC=C(C=C1)C2=CC(=NN2C3=CC=C(C=C3)S(=O)(=O)N)C(F)(F)F. Drug 2: B(C(CC(C)C)NC(=O)C(CC1=CC=CC=C1)NC(=O)C2=NC=CN=C2)(O)O. Cell line: OVCAR-5. Synergy scores: CSS=51.8, Synergy_ZIP=-0.0925, Synergy_Bliss=-0.653, Synergy_Loewe=-39.8, Synergy_HSA=-0.933. (9) Drug 1: CC1C(C(=O)NC(C(=O)N2CCCC2C(=O)N(CC(=O)N(C(C(=O)O1)C(C)C)C)C)C(C)C)NC(=O)C3=C4C(=C(C=C3)C)OC5=C(C(=O)C(=C(C5=N4)C(=O)NC6C(OC(=O)C(N(C(=O)CN(C(=O)C7CCCN7C(=O)C(NC6=O)C(C)C)C)C)C(C)C)C)N)C. Drug 2: COC1=NC(=NC2=C1N=CN2C3C(C(C(O3)CO)O)O)N. Cell line: CCRF-CEM. Synergy scores: CSS=51.7, Synergy_ZIP=0.726, Synergy_Bliss=-0.432, Synergy_Loewe=-2.86, Synergy_HSA=-1.93. (10) Drug 1: CC1=C(C=C(C=C1)NC(=O)C2=CC=C(C=C2)CN3CCN(CC3)C)NC4=NC=CC(=N4)C5=CN=CC=C5. Drug 2: CC12CCC3C(C1CCC2O)C(CC4=C3C=CC(=C4)O)CCCCCCCCCS(=O)CCCC(C(F)(F)F)(F)F. Cell line: TK-10. Synergy scores: CSS=-0.335, Synergy_ZIP=2.40, Synergy_Bliss=5.56, Synergy_Loewe=0.179, Synergy_HSA=0.765.